Dataset: Forward reaction prediction with 1.9M reactions from USPTO patents (1976-2016). Task: Predict the product of the given reaction. (1) Given the reactants Cl.[CH3:2][O:3][C:4](=[O:8])[C@H:5]([NH2:7])[CH3:6].[F:9][C:10]1[CH:17]=[CH:16][C:13]([CH:14]=O)=[CH:12][CH:11]=1.C(N(CC)CC)C.C(O[BH3-])(=O)C.[Na+].[OH-].[Na+], predict the reaction product. The product is: [CH3:2][O:3][C:4](=[O:8])[C@H:5]([NH:7][CH2:14][C:13]1[CH:16]=[CH:17][C:10]([F:9])=[CH:11][CH:12]=1)[CH3:6]. (2) Given the reactants [Cl-].[OH:2][NH3+:3].[C:4](=O)([O-])[OH:5].[Na+].CS(C)=[O:11].[O:13]1[CH:17]=[N:16][N:15]=[C:14]1[CH2:18][O:19][C@H:20]1[CH2:25][CH2:24][C@H:23]([N:26]2[C:31](=[O:32])[C:30]([CH2:33][C:34]3[CH:39]=[CH:38][C:37]([C:40]4[C:41]([C:46]#[N:47])=[CH:42][CH:43]=[CH:44][CH:45]=4)=[CH:36][CH:35]=3)=[C:29]([CH2:48][CH2:49][CH3:50])[N:28]3[N:51]=[CH:52][N:53]=[C:27]23)[CH2:22][CH2:21]1, predict the reaction product. The product is: [O:5]=[C:4]1[O:2][N:3]=[C:46]([C:41]2[CH:42]=[CH:43][CH:44]=[CH:45][C:40]=2[C:37]2[CH:38]=[CH:39][C:34]([CH2:33][C:30]3[C:31](=[O:32])[N:26]([C@H:23]4[CH2:22][CH2:21][C@H:20]([O:19][CH2:18][C:14]5[O:13][C:17](=[O:11])[NH:16][N:15]=5)[CH2:25][CH2:24]4)[C:27]4[N:28]([N:51]=[CH:52][N:53]=4)[C:29]=3[CH2:48][CH2:49][CH3:50])=[CH:35][CH:36]=2)[NH:47]1. (3) Given the reactants [F:1][C:2]1[CH:3]=[C:4]([CH:42]=[CH:43][CH:44]=1)[CH2:5][N:6]1[CH:10]=[C:9]([C:11]2[C:19]3[C:14](=[N:15][CH:16]=[C:17]([C:20]4[CH:21]=[N:22][C:23]([N:26]5[CH2:31][CH2:30][NH:29][CH2:28][CH2:27]5)=[CH:24][CH:25]=4)[CH:18]=3)[N:13]([S:32]([C:35]3[CH:41]=[CH:40][C:38]([CH3:39])=[CH:37][CH:36]=3)(=[O:34])=[O:33])[CH:12]=2)[CH:8]=[N:7]1.FC1C=C(C=CC=1)CN1C=C(C2C3C(=NC=C(C4C=NC(N5CCN(C)CC5)=CC=4)C=3)NC=2)C=N1.[OH:80][CH2:81][C:82](O)=[O:83].CN(C(ON1N=NC2C=CC=NC1=2)=[N+](C)C)C.F[P-](F)(F)(F)(F)F.C1C=CC2N(O)N=NC=2C=1.CCN(C(C)C)C(C)C, predict the reaction product. The product is: [F:1][C:2]1[CH:3]=[C:4]([CH:42]=[CH:43][CH:44]=1)[CH2:5][N:6]1[CH:10]=[C:9]([C:11]2[C:19]3[C:14](=[N:15][CH:16]=[C:17]([C:20]4[CH:25]=[CH:24][C:23]([N:26]5[CH2:31][CH2:30][N:29]([C:81](=[O:80])[CH2:82][OH:83])[CH2:28][CH2:27]5)=[N:22][CH:21]=4)[CH:18]=3)[N:13]([S:32]([C:35]3[CH:41]=[CH:40][C:38]([CH3:39])=[CH:37][CH:36]=3)(=[O:34])=[O:33])[CH:12]=2)[CH:8]=[N:7]1.